Regression. Given two drug SMILES strings and cell line genomic features, predict the synergy score measuring deviation from expected non-interaction effect. From a dataset of NCI-60 drug combinations with 297,098 pairs across 59 cell lines. Drug 1: C1=CC=C(C(=C1)C(C2=CC=C(C=C2)Cl)C(Cl)Cl)Cl. Drug 2: CC(C)NC(=O)C1=CC=C(C=C1)CNNC.Cl. Cell line: OVCAR-4. Synergy scores: CSS=1.03, Synergy_ZIP=-0.0725, Synergy_Bliss=-0.985, Synergy_Loewe=-1.25, Synergy_HSA=-2.02.